Task: Predict the product of the given reaction.. Dataset: Forward reaction prediction with 1.9M reactions from USPTO patents (1976-2016) (1) Given the reactants [Cl:1][C:2]1[CH:7]=[CH:6][C:5]([C:8]2[CH:13]=[CH:12][CH:11]=[CH:10][C:9]=2[CH2:14]O)=[CH:4][CH:3]=1.[Li+].[Br-].P(Br)(Br)[Br:19].O, predict the reaction product. The product is: [Br:19][CH2:14][C:9]1[CH:10]=[CH:11][CH:12]=[CH:13][C:8]=1[C:5]1[CH:6]=[CH:7][C:2]([Cl:1])=[CH:3][CH:4]=1. (2) Given the reactants [N:1]1([CH2:7][CH2:8][CH2:9][O:10][C:11]2[CH:21]=[CH:20][C:14]3[CH2:15][CH2:16][NH:17][CH2:18][CH2:19][C:13]=3[CH:12]=2)[CH2:6][CH2:5][CH2:4][CH2:3][CH2:2]1.[CH:22]([N:25]=[C:26]=[O:27])([CH3:24])[CH3:23].C(O)C(N)(CO)CO, predict the reaction product. The product is: [CH:22]([NH:25][C:26]([N:17]1[CH2:18][CH2:19][C:13]2[CH:12]=[C:11]([O:10][CH2:9][CH2:8][CH2:7][N:1]3[CH2:2][CH2:3][CH2:4][CH2:5][CH2:6]3)[CH:21]=[CH:20][C:14]=2[CH2:15][CH2:16]1)=[O:27])([CH3:24])[CH3:23]. (3) Given the reactants Cl.ClC1N=C(Cl)C2CNCCC=2N=1.C1(C(Cl)=O)CC1.Cl[C:21]1[N:22]=[C:23](Cl)[C:24]2[CH2:30][N:29]([C:31]([CH:33]3[CH2:35][CH2:34]3)=[O:32])[CH2:28][CH2:27][C:25]=2[N:26]=1.[Cl:37][C:38]1[CH:45]=[C:44]([F:46])[CH:43]=[CH:42][C:39]=1[CH2:40][NH2:41].[NH2:47][CH2:48][CH2:49][NH:50][C:51]([O:53][C:54]([CH3:57])([CH3:56])[CH3:55])=[O:52], predict the reaction product. The product is: [Cl:37][C:38]1[CH:45]=[C:44]([F:46])[CH:43]=[CH:42][C:39]=1[CH2:40][NH:41][C:23]1[C:24]2[CH2:30][N:29]([C:31]([CH:33]3[CH2:35][CH2:34]3)=[O:32])[CH2:28][CH2:27][C:25]=2[N:26]=[C:21]([NH:47][CH2:48][CH2:49][NH:50][C:51]([O:53][C:54]([CH3:57])([CH3:56])[CH3:55])=[O:52])[N:22]=1. (4) Given the reactants [OH:1][CH:2]1[CH2:7][NH:6][C:5](=[O:8])[CH:4]([NH:9][C:10](=[O:16])[O:11][C:12]([CH3:15])([CH3:14])[CH3:13])[CH2:3]1.N1C=CN=C1.[C:22]([Si:26]([CH3:29])([CH3:28])Cl)([CH3:25])([CH3:24])[CH3:23], predict the reaction product. The product is: [Si:26]([O:1][CH:2]1[CH2:7][NH:6][C:5](=[O:8])[CH:4]([NH:9][C:10](=[O:16])[O:11][C:12]([CH3:13])([CH3:15])[CH3:14])[CH2:3]1)([C:22]([CH3:25])([CH3:24])[CH3:23])([CH3:29])[CH3:28]. (5) Given the reactants [CH3:1][NH:2][NH:3][C:4]([C:6]1[CH:11]=[CH:10][CH:9]=[CH:8][N:7]=1)=[NH:5].[OH:12][C:13]1[CH:20]=[CH:19][C:18]([OH:21])=[CH:17][C:14]=1[CH:15]=O, predict the reaction product. The product is: [OH:21][C:18]1[CH:19]=[CH:20][C:13]([OH:12])=[C:14]([C:15]2[N:2]([CH3:1])[N:3]=[C:4]([C:6]3[CH:11]=[CH:10][CH:9]=[CH:8][N:7]=3)[N:5]=2)[CH:17]=1. (6) The product is: [CH2:22]([O:29][N:30]1[C:36](=[O:37])[N:35]2[CH2:38][C@H:31]1[CH2:32][CH2:33][C@H:34]2[C:39]1[O:40][C:43]([CH2:44][CH:45]2[CH2:46][CH:47]([NH:49][C:50](=[O:56])[O:51][C:52]([CH3:55])([CH3:54])[CH3:53])[CH2:48]2)=[N:42][N:41]=1)[C:23]1[CH:28]=[CH:27][CH:26]=[CH:25][CH:24]=1. Given the reactants C1C=CC(P(C2C=CC=CC=2)C2C=CC=CC=2)=CC=1.II.[CH2:22]([O:29][N:30]1[C:36](=[O:37])[N:35]2[CH2:38][C@H:31]1[CH2:32][CH2:33][C@H:34]2[C:39]([NH:41][NH:42][C:43](=O)[CH2:44][CH:45]1[CH2:48][CH:47]([NH:49][C:50](=[O:56])[O:51][C:52]([CH3:55])([CH3:54])[CH3:53])[CH2:46]1)=[O:40])[C:23]1[CH:28]=[CH:27][CH:26]=[CH:25][CH:24]=1, predict the reaction product. (7) Given the reactants Br[C:2]1[CH:3]=[C:4]([C@:10]2([CH3:21])[CH2:15][C@@H:14]([C:16]([F:19])([F:18])[F:17])[O:13][C:12]([NH2:20])=[N:11]2)[C:5]([O:8][CH3:9])=[N:6][CH:7]=1.[Cl:22][C:23]1[CH:24]=[CH:25][C:26]([C:29]([NH2:31])=[O:30])=[N:27][CH:28]=1.C(=O)([O-])[O-].[K+].[K+], predict the reaction product. The product is: [NH2:20][C:12]1[O:13][C@H:14]([C:16]([F:19])([F:18])[F:17])[CH2:15][C@:10]([C:4]2[CH:3]=[C:2]([NH:31][C:29](=[O:30])[C:26]3[CH:25]=[CH:24][C:23]([Cl:22])=[CH:28][N:27]=3)[CH:7]=[N:6][C:5]=2[O:8][CH3:9])([CH3:21])[N:11]=1.